This data is from Catalyst prediction with 721,799 reactions and 888 catalyst types from USPTO. The task is: Predict which catalyst facilitates the given reaction. Reactant: [Br:1][C:2]1[CH:10]=[C:6]([C:7]([OH:9])=[O:8])[C:5](O)=[C:4]([CH3:12])[CH:3]=1.S([O:18][CH3:19])(OC)(=O)=O.[C:20](=O)([O-])[O-].[K+].[K+].C(OC)(=O)CCCC#C.C([SnH](CCCC)CCCC)CCC. Product: [Br:1][C:2]1[CH:3]=[C:4]([CH3:12])[C:5]([O:18][CH3:19])=[C:6]([CH:10]=1)[C:7]([O:9][CH3:20])=[O:8]. The catalyst class is: 21.